The task is: Predict the product of the given reaction.. This data is from Forward reaction prediction with 1.9M reactions from USPTO patents (1976-2016). (1) Given the reactants [C:1]([O:5][C:6]([N:8]1[CH2:13][CH2:12][CH:11]([CH:14]([OH:24])[CH2:15][C:16]2[C:21]([Cl:22])=[CH:20][N:19]=[C:18](Cl)[N:17]=2)[CH2:10][CH2:9]1)=[O:7])([CH3:4])([CH3:3])[CH3:2].Cl.[CH3:26][S:27]([N:30]1[CH2:35][CH2:34][NH:33][CH2:32][CH2:31]1)(=[O:29])=[O:28].C(=O)([O-])[O-].[K+].[K+].CN(C)C=O, predict the reaction product. The product is: [C:1]([O:5][C:6]([N:8]1[CH2:13][CH2:12][CH:11]([CH:14]([OH:24])[CH2:15][C:16]2[C:21]([Cl:22])=[CH:20][N:19]=[C:18]([N:33]3[CH2:34][CH2:35][N:30]([S:27]([CH3:26])(=[O:29])=[O:28])[CH2:31][CH2:32]3)[N:17]=2)[CH2:10][CH2:9]1)=[O:7])([CH3:4])([CH3:3])[CH3:2]. (2) Given the reactants [C:1]([C:6]1[CH:15]=[CH:14][C:9]([C:10]([O:12][CH3:13])=[O:11])=[CH:8][CH:7]=1)(=[O:5])[CH2:2][CH2:3][CH3:4].CO.Cl.C(OC)(C)(C)C, predict the reaction product. The product is: [OH:5][C@H:1]([C:6]1[CH:15]=[CH:14][C:9]([C:10]([O:12][CH3:13])=[O:11])=[CH:8][CH:7]=1)[CH2:2][CH2:3][CH3:4]. (3) Given the reactants CN(C(O[N:16]1N=[N:16][C:11]2[CH:12]=[CH:13][CH:13]=[CH:12][C:11]1=2)=[N+](C)C)C.[B-](F)(F)(F)F.C(N(C(C)C)CC)(C)C.[Br:32][C:33]1[C:34]([NH:48][C:49]([C:51]2[N:55]([CH3:56])[N:54]=[CH:53][C:52]=2[C:57](O)=[O:58])=[O:50])=[CH:35][C:36]2[N:37]([CH:39]=[C:40]([C:42]3[CH:47]=[CH:46][CH:45]=[CH:44][CH:43]=3)[N:41]=2)[CH:38]=1.N1CCC1, predict the reaction product. The product is: [Br:32][C:33]1[C:34]([NH:48][C:49]([C:51]2[N:55]([CH3:56])[N:54]=[CH:53][C:52]=2[C:57]([N:16]2[CH2:13][CH2:12][CH2:11]2)=[O:58])=[O:50])=[CH:35][C:36]2[N:37]([CH:39]=[C:40]([C:42]3[CH:43]=[CH:44][CH:45]=[CH:46][CH:47]=3)[N:41]=2)[CH:38]=1.